The task is: Predict which catalyst facilitates the given reaction.. This data is from Catalyst prediction with 721,799 reactions and 888 catalyst types from USPTO. Reactant: N#N.[F:3][C:4]1[CH:9]=[CH:8][C:7]([C:10]2[O:14][CH:13]=[N:12][C:11]=2[C:15]([OH:17])=O)=[CH:6][CH:5]=1.CN(C=O)C.C(Cl)(=O)C([Cl:26])=O. Product: [F:3][C:4]1[CH:9]=[CH:8][C:7]([C:10]2[O:14][CH:13]=[N:12][C:11]=2[C:15]([Cl:26])=[O:17])=[CH:6][CH:5]=1. The catalyst class is: 11.